Predict the product of the given reaction. From a dataset of Forward reaction prediction with 1.9M reactions from USPTO patents (1976-2016). (1) Given the reactants [CH2:1]([S:3]([N:6]1[CH2:11][CH2:10][CH:9]([C:12]2[C:20]3[C:15](=[C:16]([C:28]([NH2:30])=[O:29])[CH:17]=[C:18]([C:21]4[S:22][C:23]([CH2:26][OH:27])=[CH:24][CH:25]=4)[CH:19]=3)[NH:14][CH:13]=2)[CH2:8][CH2:7]1)(=[O:5])=[O:4])[CH3:2], predict the reaction product. The product is: [CH2:1]([S:3]([N:6]1[CH2:7][CH2:8][CH:9]([C:12]2[C:20]3[C:15](=[C:16]([C:28]([NH2:30])=[O:29])[CH:17]=[C:18]([C:21]4[S:22][C:23]([CH:26]=[O:27])=[CH:24][CH:25]=4)[CH:19]=3)[NH:14][CH:13]=2)[CH2:10][CH2:11]1)(=[O:4])=[O:5])[CH3:2]. (2) Given the reactants CC1C=CC(C[O:7][CH2:8][CH2:9][OH:10])=CC=1.[Cl:13][C:14]1[CH:15]=[C:16]([CH:19]=[CH:20][C:21]=1[Cl:22])[CH2:17]Cl, predict the reaction product. The product is: [Cl:13][C:14]1[CH:15]=[C:16]([CH:19]=[CH:20][C:21]=1[Cl:22])[CH2:17][O:7][CH2:8][CH2:9][OH:10]. (3) The product is: [Cl:1][C:2]1[CH:7]=[CH:6][C:5]2[N:4]([C:12]([C@@H:11]([OH:10])[CH3:15])=[N:9][N:8]=2)[N:3]=1. Given the reactants [Cl:1][C:2]1[N:3]=[N:4][C:5]([NH:8][NH2:9])=[CH:6][CH:7]=1.[OH:10][C@@H:11]([CH3:15])[C:12](O)=O.CC1C=CC(S(O)(=O)=O)=CC=1.O, predict the reaction product. (4) Given the reactants [CH:1]1([CH2:5][C:6]2[N:7]=[C:8]([C:11]3[O:15][C:14]([C@H:16]4[CH2:19][C@H:18]([C:20]([O:22]C)=[O:21])[CH2:17]4)=[N:13][N:12]=3)[S:9][CH:10]=2)[CH2:4][CH2:3][CH2:2]1.Br[C:25]1[CH:30]=[CH:29][C:28]([S:31]([NH:34][C@@H:35]([CH3:40])[C:36]([F:39])([F:38])[F:37])(=[O:33])=[O:32])=[C:27]([Cl:41])[C:26]=1[Cl:42], predict the reaction product. The product is: [CH:1]1([CH2:5][C:6]2[N:7]=[C:8]([C:11]3[O:15][C:14]([C@H:16]4[CH2:19][C@H:18]([C:20]([OH:22])=[O:21])[CH2:17]4)=[N:13][N:12]=3)[S:9][C:10]=2[C:25]2[CH:30]=[CH:29][C:28]([S:31](=[O:32])(=[O:33])[NH:34][C@@H:35]([CH3:40])[C:36]([F:38])([F:39])[F:37])=[C:27]([Cl:41])[C:26]=2[Cl:42])[CH2:4][CH2:3][CH2:2]1. (5) Given the reactants [NH2:1][CH2:2][C:3]1[CH:8]=[CH:7][C:6]([CH:9]([CH3:31])[C:10]([NH:12][CH2:13][C:14]2[C:15]([C:24]3[CH:25]=[C:26]([CH3:30])[CH:27]=[CH:28][CH:29]=3)=[N:16][C:17]([C:20]([F:23])([F:22])[F:21])=[CH:18][CH:19]=2)=[O:11])=[CH:5][C:4]=1[CH3:32].[CH3:33][S:34](Cl)(=[O:36])=[O:35], predict the reaction product. The product is: [CH3:32][C:4]1[CH:5]=[C:6]([CH:9]([CH3:31])[C:10]([NH:12][CH2:13][C:14]2[C:15]([C:24]3[CH:25]=[C:26]([CH3:30])[CH:27]=[CH:28][CH:29]=3)=[N:16][C:17]([C:20]([F:23])([F:21])[F:22])=[CH:18][CH:19]=2)=[O:11])[CH:7]=[CH:8][C:3]=1[CH2:2][NH:1][S:34]([CH3:33])(=[O:36])=[O:35]. (6) Given the reactants [C:1]([O:4][CH:5]1[CH2:13][C:12]2[C:7](=[CH:8][CH:9]=[C:10]([N+:14]([O-])=O)[CH:11]=2)[CH2:6]1)(=[O:3])[CH3:2], predict the reaction product. The product is: [NH2:14][C:10]1[CH:11]=[C:12]2[C:7](=[CH:8][CH:9]=1)[CH2:6][CH:5]([O:4][C:1](=[O:3])[CH3:2])[CH2:13]2. (7) Given the reactants C(OC[CH2:7][CH2:8][CH3:9])CCC.[CH2:10](N(CC)CC)[CH3:11].Cl.[NH2:18][OH:19].[OH-:20].[Na+].Cl[CH2:23]Cl, predict the reaction product. The product is: [CH3:23][C:8]([O:20][CH2:10][CH:11]=[N:18][OH:19])([CH3:7])[CH3:9]. (8) Given the reactants C(OC(=O)[NH:7][CH2:8][C:9]1[CH:14]=[CH:13][CH:12]=[C:11]([C:15]2[NH:39][C:18]3=[N:19][CH:20]=[C:21]([Br:38])[C:22]([N:23]4[CH2:28][CH2:27][N:26]([CH2:29][C:30](=[O:37])[NH:31][C:32]5[S:33][CH:34]=[CH:35][N:36]=5)[CH2:25][CH2:24]4)=[C:17]3[N:16]=2)[CH:10]=1)(C)(C)C.FC(F)(F)C(O)=O, predict the reaction product. The product is: [NH2:7][CH2:8][C:9]1[CH:10]=[C:11]([C:15]2[NH:39][C:18]3=[N:19][CH:20]=[C:21]([Br:38])[C:22]([N:23]4[CH2:24][CH2:25][N:26]([CH2:29][C:30]([NH:31][C:32]5[S:33][CH:34]=[CH:35][N:36]=5)=[O:37])[CH2:27][CH2:28]4)=[C:17]3[N:16]=2)[CH:12]=[CH:13][CH:14]=1. (9) Given the reactants [CH3:1][N:2]1[CH:6]=[CH:5][N:4]=[C:3]1[CH3:7].[F:8][C:9]([F:30])([F:29])[C:10]([F:28])([F:27])[C:11]([F:26])([F:25])[C:12]([F:24])([F:23])[C:13]([F:22])([F:21])[C:14]([F:20])([F:19])[CH2:15][CH2:16][CH2:17][I:18], predict the reaction product. The product is: [I-:18].[CH3:1][N:2]1[CH:6]=[CH:5][N+:4]([CH2:17][CH2:16][CH2:15][C:14]([F:19])([F:20])[C:13]([F:21])([F:22])[C:12]([F:23])([F:24])[C:11]([F:25])([F:26])[C:10]([F:27])([F:28])[C:9]([F:30])([F:29])[F:8])=[C:3]1[CH3:7]. (10) Given the reactants COC(C1CN(C(OC(C)(C)C)=O)CCC=1C1C=CC(CCCO)=CC=1)=O.[CH3:28][O:29][C:30]([C:32]1[CH2:33][N:34]([C:55]([O:57][C:58]([CH3:61])([CH3:60])[CH3:59])=[O:56])[CH2:35][CH2:36][C:37]=1[C:38]1[CH:43]=[CH:42][C:41]([O:44][CH2:45][CH2:46][O:47][Si](C(C)(C)C)(C)C)=[CH:40][CH:39]=1)=[O:31].CCCC[N+](CCCC)(CCCC)CCCC.[F-], predict the reaction product. The product is: [CH3:28][O:29][C:30]([C:32]1[CH2:33][N:34]([C:55]([O:57][C:58]([CH3:61])([CH3:60])[CH3:59])=[O:56])[CH2:35][CH2:36][C:37]=1[C:38]1[CH:43]=[CH:42][C:41]([O:44][CH2:45][CH2:46][OH:47])=[CH:40][CH:39]=1)=[O:31].